Dataset: Reaction yield outcomes from USPTO patents with 853,638 reactions. Task: Predict the reaction yield, written as a fraction of the theoretical maximum amount of product (1.0 means a 100% yield; for example, 0.34 means a 34% yield). (1) The reactants are Br[CH2:2][CH2:3][CH2:4][O:5][C:6]1[CH:40]=[CH:39][C:9]([CH2:10][CH2:11][C:12]2[CH:17]=[CH:16][C:15]([F:18])=[CH:14][C:13]=2[C:19]2[N:24]=[C:23]([N:25]3[C:29]([C:30]([F:33])([F:32])[F:31])=[C:28]([C:34]([O:36][CH2:37][CH3:38])=[O:35])[CH:27]=[N:26]3)[CH:22]=[CH:21][CH:20]=2)=[C:8]([CH3:41])[CH:7]=1.[Na].N1C=[CH:46][N:45]=[N:44]1.[CH3:48][N:49](C=O)C. The catalyst is O. The product is [N:45]1([CH2:2][CH2:3][CH2:4][O:5][C:6]2[CH:40]=[CH:39][C:9]([CH2:10][CH2:11][C:12]3[CH:17]=[CH:16][C:15]([F:18])=[CH:14][C:13]=3[C:19]3[N:24]=[C:23]([N:25]4[C:29]([C:30]([F:33])([F:32])[F:31])=[C:28]([C:34]([O:36][CH2:37][CH3:38])=[O:35])[CH:27]=[N:26]4)[CH:22]=[CH:21][CH:20]=3)=[C:8]([CH3:41])[CH:7]=2)[CH:46]=[N:49][CH:48]=[N:44]1. The yield is 0.734. (2) The reactants are [C:1]([O:5][C:6]([N:8]1[CH2:13][CH2:12][O:11][C@@H:10]([C:14]2[CH:19]=[CH:18][C:17]([NH2:20])=[C:16]([F:21])[CH:15]=2)[CH2:9]1)=[O:7])([CH3:4])([CH3:3])[CH3:2].CN1CCOCC1.CN(C(ON1N=NC2C=CC=CC1=2)=[N+](C)C)C.[B-](F)(F)(F)F.[CH:51]1([C:54]2[N:55]=[CH:56][C:57]([C:60](O)=[O:61])=[N:58][CH:59]=2)[CH2:53][CH2:52]1. The catalyst is C1COCC1.CN(C=O)C. The product is [C:1]([O:5][C:6]([N:8]1[CH2:13][CH2:12][O:11][C@@H:10]([C:14]2[CH:19]=[CH:18][C:17]([NH:20][C:60]([C:57]3[CH:56]=[N:55][C:54]([CH:51]4[CH2:52][CH2:53]4)=[CH:59][N:58]=3)=[O:61])=[C:16]([F:21])[CH:15]=2)[CH2:9]1)=[O:7])([CH3:4])([CH3:2])[CH3:3]. The yield is 0.780. (3) The reactants are [Cl:1][C:2]1[C:7]([O:8][CH3:9])=[CH:6][C:5]([O:10][CH3:11])=[C:4]([Cl:12])[C:3]=1[C:13]1[C:26](=[O:27])[N:25]([CH2:28][CH2:29][N:30]([CH:37]2[CH2:40][N:39]([C:41]([O:43][C:44]([CH3:47])([CH3:46])[CH3:45])=[O:42])[CH2:38]2)[C:31](=[O:36])[C:32]([F:35])([F:34])[F:33])[C:16]2[N:17]=[C:18](S(C)(=O)=O)[N:19]=[CH:20][C:15]=2[CH:14]=1.[CH3:48][NH2:49]. No catalyst specified. The product is [Cl:1][C:2]1[C:7]([O:8][CH3:9])=[CH:6][C:5]([O:10][CH3:11])=[C:4]([Cl:12])[C:3]=1[C:13]1[C:26](=[O:27])[N:25]([CH2:28][CH2:29][N:30]([CH:37]2[CH2:40][N:39]([C:41]([O:43][C:44]([CH3:47])([CH3:46])[CH3:45])=[O:42])[CH2:38]2)[C:31](=[O:36])[C:32]([F:35])([F:34])[F:33])[C:16]2[N:17]=[C:18]([NH:49][CH3:48])[N:19]=[CH:20][C:15]=2[CH:14]=1. The yield is 0.720. (4) The reactants are Cl.Cl[CH2:3][C:4]1[N:5]([CH2:18][CH:19]([CH3:21])[CH3:20])[C:6]2[C:15]3[CH:14]=[CH:13][CH:12]=[CH:11][C:10]=3[N:9]=[C:8]([NH2:16])[C:7]=2[N:17]=1.[NH:22]1[CH2:27][CH2:26][O:25][CH2:24][CH2:23]1. No catalyst specified. The product is [CH3:20][CH:19]([CH3:21])[CH2:18][N:5]1[C:6]2[C:15]3[CH:14]=[CH:13][CH:12]=[CH:11][C:10]=3[N:9]=[C:8]([NH2:16])[C:7]=2[N:17]=[C:4]1[CH2:3][N:22]1[CH2:27][CH2:26][O:25][CH2:24][CH2:23]1. The yield is 0.680. (5) The reactants are [NH2:1][C:2]1[CH:7]=[CH:6][C:5]([C:8]2[CH:13]=[CH:12][C:11]([C:14](=[O:23])[CH2:15][C:16]([CH3:22])([CH3:21])[C:17]([O:19]C)=[O:18])=[CH:10][CH:9]=2)=[CH:4][CH:3]=1.Cl[C:25]1[NH:29][C:28]2[CH:30]=[CH:31][CH:32]=[CH:33][C:27]=2[N:26]=1.S1C2C=CC=CC=2N=C1NC1C=CC(C2C=CC(C(=O)CC(C)(C)C(O)=O)=CC=2)=CC=1. No catalyst specified. The product is [NH:26]1[C:27]2[CH:33]=[CH:32][CH:31]=[CH:30][C:28]=2[N:29]=[C:25]1[NH:1][C:2]1[CH:3]=[CH:4][C:5]([C:8]2[CH:13]=[CH:12][C:11]([C:14](=[O:23])[CH2:15][C:16]([CH3:21])([CH3:22])[C:17]([OH:19])=[O:18])=[CH:10][CH:9]=2)=[CH:6][CH:7]=1. The yield is 0.480. (6) The reactants are [O:1]=[C:2]1[C:7]([CH2:8][C:9]2[CH:16]=[CH:15][C:12]([C:13]#[N:14])=[CH:11][CH:10]=2)=[CH:6][NH:5][C:4](=[S:17])[NH:3]1.C([O-])([O-])=O.[K+].[K+].[Cl:24][C:25]1[CH:30]=[CH:29][C:28]([O:31][C:32]2[CH:37]=[CH:36][C:35]([CH2:38][CH2:39]I)=[CH:34][CH:33]=2)=[CH:27][C:26]=1[C:41]([F:44])([F:43])[F:42]. The catalyst is CC(C)=O. The product is [Cl:24][C:25]1[CH:30]=[CH:29][C:28]([O:31][C:32]2[CH:33]=[CH:34][C:35]([CH2:38][CH2:39][S:17][C:4]3[NH:5][CH:6]=[C:7]([CH2:8][C:9]4[CH:16]=[CH:15][C:12]([C:13]#[N:14])=[CH:11][CH:10]=4)[C:2](=[O:1])[N:3]=3)=[CH:36][CH:37]=2)=[CH:27][C:26]=1[C:41]([F:42])([F:43])[F:44]. The yield is 0.374. (7) The reactants are C([O:8][C:9]1[C:16]([O:17][C:18]2[CH:23]=[CH:22][C:21]([Cl:24])=[CH:20][C:19]=2[Cl:25])=[CH:15][C:12]([C:13]#[N:14])=[C:11]([Cl:26])[CH:10]=1)C1C=CC=CC=1.B(Br)(Br)Br. The catalyst is C(Cl)Cl. The product is [Cl:26][C:11]1[CH:10]=[C:9]([OH:8])[C:16]([O:17][C:18]2[CH:23]=[CH:22][C:21]([Cl:24])=[CH:20][C:19]=2[Cl:25])=[CH:15][C:12]=1[C:13]#[N:14]. The yield is 0.550. (8) The reactants are Cl[C:2]1[CH:7]=[CH:6][C:5]([N+:8]([O-:10])=[O:9])=[CH:4][N:3]=1.[NH:11]1[CH2:15][CH2:14][CH2:13][CH2:12]1. The catalyst is CCO. The product is [N+:8]([C:5]1[CH:6]=[CH:7][C:2]([N:11]2[CH2:15][CH2:14][CH2:13][CH2:12]2)=[N:3][CH:4]=1)([O-:10])=[O:9]. The yield is 0.780. (9) The reactants are [Br:1][C:2]1[N:6]=[C:5]([Br:7])[NH:4][N:3]=1.[I-].[K+].[CH3:10][O:11][C:12]1[CH:19]=[CH:18][C:15]([CH2:16]Cl)=[CH:14][CH:13]=1.C(N(CC)C(C)C)(C)C. The catalyst is C(#N)C. The product is [Br:1][C:2]1[N:6]=[C:5]([Br:7])[N:4]([CH2:16][C:15]2[CH:18]=[CH:19][C:12]([O:11][CH3:10])=[CH:13][CH:14]=2)[N:3]=1. The yield is 0.780. (10) The reactants are CS(O)(=O)=O.[C:6]([N:9]1[CH2:14][CH2:13][CH:12]([N:15]2[C:28](=[O:29])[C@H:27]([NH2:30])[CH2:26][C:25]3[CH:24]=[CH:23][C:22]4[NH:21][N:20]=[CH:19][C:18]=4[C:17]=3[CH2:16]2)[CH2:11][CH2:10]1)(=[O:8])[CH3:7].[C:31](O)(=[O:33])C.[NH:35]1[CH2:40][CH2:39][CH:38]([N:41]2[CH2:50][C:49]3[C:44](=[CH:45][CH:46]=[CH:47][CH:48]=3)[NH:43][C:42]2=[O:51])[CH2:37][CH2:36]1. No catalyst specified. The product is [C:6]([N:9]1[CH2:14][CH2:13][CH:12]([N:15]2[C:28](=[O:29])[C@H:27]([NH:30][C:31]([N:35]3[CH2:36][CH2:37][CH:38]([N:41]4[CH2:50][C:49]5[C:44](=[CH:45][CH:46]=[CH:47][CH:48]=5)[NH:43][C:42]4=[O:51])[CH2:39][CH2:40]3)=[O:33])[CH2:26][C:25]3[CH:24]=[CH:23][C:22]4[NH:21][N:20]=[CH:19][C:18]=4[C:17]=3[CH2:16]2)[CH2:11][CH2:10]1)(=[O:8])[CH3:7]. The yield is 0.280.